Predict the product of the given reaction. From a dataset of Forward reaction prediction with 1.9M reactions from USPTO patents (1976-2016). Given the reactants BrCCBr.C[Si](Cl)(C)C.[CH3:10][CH:11]1[CH2:16][CH2:15][CH2:14][CH2:13][CH:12]1I.Cl[C:19]1[S:23][N:22]=[C:21]([S:24][CH3:25])[N:20]=1, predict the reaction product. The product is: [CH3:10][CH:11]1[CH2:16][CH2:15][CH2:14][CH2:13][CH:12]1[C:19]1[S:23][N:22]=[C:21]([S:24][CH3:25])[N:20]=1.